Dataset: Catalyst prediction with 721,799 reactions and 888 catalyst types from USPTO. Task: Predict which catalyst facilitates the given reaction. (1) Reactant: [CH2:1]([O:3][C:4](=[O:23])[CH:5]=[CH:6][CH2:7][CH2:8][C@@H:9]1[CH2:13][C:12]([F:15])([F:14])[CH2:11][N:10]1[C:16]([O:18][C:19]([CH3:22])([CH3:21])[CH3:20])=[O:17])[CH3:2]. Product: [CH2:1]([O:3][C:4](=[O:23])[CH2:5][CH2:6][CH2:7][CH2:8][C@@H:9]1[CH2:13][C:12]([F:15])([F:14])[CH2:11][N:10]1[C:16]([O:18][C:19]([CH3:22])([CH3:21])[CH3:20])=[O:17])[CH3:2]. The catalyst class is: 63. (2) Product: [CH2:1]([C@H:8]1[CH2:12][O:11][C:10](=[O:13])[N:9]1[C:14](=[O:20])[C@H:15]([CH:17]1[CH2:19][CH2:18]1)[O:16][Si:35]([CH:42]([CH3:44])[CH3:43])([CH:39]([CH3:41])[CH3:40])[CH:36]([CH3:38])[CH3:37])[C:2]1[CH:3]=[CH:4][CH:5]=[CH:6][CH:7]=1. Reactant: [CH2:1]([C@H:8]1[CH2:12][O:11][C:10](=[O:13])[N:9]1[C:14](=[O:20])[C@H:15]([CH:17]1[CH2:19][CH2:18]1)[OH:16])[C:2]1[CH:7]=[CH:6][CH:5]=[CH:4][CH:3]=1.N1C(C)=CC=CC=1C.FC(F)(F)S(O[Si:35]([CH:42]([CH3:44])[CH3:43])([CH:39]([CH3:41])[CH3:40])[CH:36]([CH3:38])[CH3:37])(=O)=O. The catalyst class is: 4. (3) Reactant: [CH2:1]([O:3][C:4]([C:6]1[C:10]([CH2:11][OH:12])=[CH:9][S:8][C:7]=1[NH:13][C:14]([O:16][C:17]([CH3:20])([CH3:19])[CH3:18])=[O:15])=[O:5])[CH3:2]. Product: [CH2:1]([O:3][C:4]([C:6]1[C:10]([CH:11]=[O:12])=[CH:9][S:8][C:7]=1[NH:13][C:14]([O:16][C:17]([CH3:18])([CH3:20])[CH3:19])=[O:15])=[O:5])[CH3:2]. The catalyst class is: 485. (4) Reactant: [CH:1]1([O:6][CH2:7][C:8]2[C:12]([C:13](OC3CCCC3)=[O:14])=[C:11]([CH:21]([CH3:23])[CH3:22])[O:10][N:9]=2)[CH2:5][CH2:4][CH2:3][CH2:2]1.[H-].C([Al+]CC(C)C)C(C)C.C1(C)C=CC=CC=1.[C@H](O)(C([O-])=O)[C@@H](O)C([O-])=O.[Na+].[K+]. Product: [CH:1]1([O:6][CH2:7][C:8]2[C:12]([CH2:13][OH:14])=[C:11]([CH:21]([CH3:23])[CH3:22])[O:10][N:9]=2)[CH2:2][CH2:3][CH2:4][CH2:5]1. The catalyst class is: 1.